Task: Predict the product of the given reaction.. Dataset: Forward reaction prediction with 1.9M reactions from USPTO patents (1976-2016) (1) Given the reactants [Cl:1][C:2]1[C:11]2[C:6](=[CH:7][CH:8]=[C:9]([CH2:12][OH:13])[CH:10]=2)[N:5]=[CH:4][N:3]=1.CC(OI1(OC(C)=O)(OC(C)=O)OC(=O)C2C=CC=CC1=2)=O, predict the reaction product. The product is: [Cl:1][C:2]1[C:11]2[C:6](=[CH:7][CH:8]=[C:9]([CH:12]=[O:13])[CH:10]=2)[N:5]=[CH:4][N:3]=1. (2) The product is: [C:1]([C:23]([OH:29])([CH2:24][CH:25]([CH3:28])[CH2:26][CH3:27])[C:22]#[C:21][C:20](=[O:30])[CH3:19])([CH3:4])([CH3:3])[CH3:2]. Given the reactants [C:1](C(O)(CCC)C#CC(=O)C)([CH3:4])([CH3:3])[CH3:2].C([CH2:19][CH:20]([OH:30])[C:21]#[C:22][CH:23]([OH:29])[CH2:24][CH:25]([CH3:28])[CH2:26][CH3:27])(C)(C)C, predict the reaction product. (3) Given the reactants [Br:1][C:2]1[N:3]=[CH:4][NH:5][CH:6]=1.OC1C=CC=C2C=1N=CC=C2.C(=O)([O-])[O-].[Cs+].[Cs+].[F:24][C:25]([F:35])([F:34])[O:26][C:27]1[CH:32]=[CH:31][C:30](I)=[CH:29][CH:28]=1, predict the reaction product. The product is: [Br:1][C:2]1[N:3]=[CH:4][N:5]([C:30]2[CH:29]=[CH:28][C:27]([O:26][C:25]([F:24])([F:34])[F:35])=[CH:32][CH:31]=2)[CH:6]=1. (4) Given the reactants [OH:1][CH:2]1[CH:6]([OH:7])[CH2:5][C:4]([CH3:30])([C:8]([NH:10][CH2:11][CH2:12][CH2:13][NH:14][C:15](=[O:29])[CH2:16][CH2:17][CH2:18][CH2:19][C@H:20]2[C@@H:27]3[C@@H:23]([NH:24][C:25](=[O:28])[NH:26]3)[CH2:22][S:21]2)=[O:9])[CH2:3]1.I([O-])(=O)=O, predict the reaction product. The product is: [CH3:30][C:4]([CH2:5][CH:6]=[O:7])([CH2:3][CH:2]=[O:1])[C:8]([NH:10][CH2:11][CH2:12][CH2:13][NH:14][C:15](=[O:29])[CH2:16][CH2:17][CH2:18][CH2:19][C@H:20]1[C@@H:27]2[C@@H:23]([NH:24][C:25](=[O:28])[NH:26]2)[CH2:22][S:21]1)=[O:9]. (5) The product is: [C:1]([C:5]1[CH:13]=[CH:12][C:11]2[N:10]([CH2:23][CH:22]([C:24]3[CH:29]=[CH:28][N:27]=[CH:26][CH:25]=3)[OH:21])[C:9]3[CH2:14][CH2:15][N:16]([CH3:18])[CH2:17][C:8]=3[C:7]=2[CH:6]=1)([CH3:4])([CH3:2])[CH3:3]. Given the reactants [C:1]([C:5]1[CH:13]=[CH:12][C:11]2[NH:10][C:9]3[CH2:14][CH2:15][N:16]([CH3:18])[CH2:17][C:8]=3[C:7]=2[CH:6]=1)([CH3:4])([CH3:3])[CH3:2].[H-].[Na+].[O:21]1[CH2:23][CH:22]1[C:24]1[CH:29]=[CH:28][N:27]=[CH:26][CH:25]=1, predict the reaction product. (6) The product is: [CH3:34][N:31]1[CH2:32][CH2:33][N:28]([C:24]2[CH:25]=[C:26]([NH:18][C:16]3[N:17]=[C:10]4[C:9]([C:6]5[CH:7]=[CH:8][C:3]([C:2]([F:1])([F:19])[F:20])=[CH:4][CH:5]=5)=[CH:14][CH:13]=[CH:12][N:11]4[N:15]=3)[CH:27]=[CH:22][CH:23]=2)[CH2:29][CH2:30]1. Given the reactants [F:1][C:2]([F:20])([F:19])[C:3]1[CH:8]=[CH:7][C:6]([C:9]2[C:10]3[N:11]([N:15]=[C:16]([NH2:18])[N:17]=3)[CH:12]=[CH:13][CH:14]=2)=[CH:5][CH:4]=1.Br[C:22]1[CH:23]=[C:24]([N:28]2[CH2:33][CH2:32][N:31]([CH3:34])[CH2:30][CH2:29]2)[CH:25]=[CH:26][CH:27]=1.C1(P(C2CCCCC2)C2C=CC=CC=2C2C=CC=CC=2P(C2CCCCC2)C2CCCCC2)CCCCC1, predict the reaction product.